From a dataset of Peptide-MHC class I binding affinity with 185,985 pairs from IEDB/IMGT. Regression. Given a peptide amino acid sequence and an MHC pseudo amino acid sequence, predict their binding affinity value. This is MHC class I binding data. (1) The peptide sequence is QAPGKGLEWV. The MHC is HLA-A02:02 with pseudo-sequence HLA-A02:02. The binding affinity (normalized) is 0. (2) The binding affinity (normalized) is 0.239. The MHC is HLA-A03:01 with pseudo-sequence HLA-A03:01. The peptide sequence is VNPTLLFLK.